Predict the reaction yield, written as a fraction of the theoretical maximum amount of product (1.0 means a 100% yield; for example, 0.34 means a 34% yield). From a dataset of Reaction yield outcomes from USPTO patents with 853,638 reactions. (1) The reactants are C([N:8]1[CH2:13][C@@H:12]2[CH2:14][CH:9]1[CH2:10][N:11]2[C:15](=[O:43])[CH2:16][NH:17][C:18](=[O:42])[C:19]1[CH:24]=[CH:23][C:22]([S:25](=[O:41])(=[O:40])[NH:26][C:27]2[CH:32]=[CH:31][CH:30]=[CH:29][C:28]=2[O:33][C:34]2[CH:39]=[CH:38][CH:37]=[CH:36][CH:35]=2)=[CH:21][CH:20]=1)C1C=CC=CC=1. The catalyst is C(O)(=O)C.[Pd]. The product is [C@H:12]12[CH2:14][CH:9]([NH:8][CH2:13]1)[CH2:10][N:11]2[C:15](=[O:43])[CH2:16][NH:17][C:18](=[O:42])[C:19]1[CH:20]=[CH:21][C:22]([S:25](=[O:40])(=[O:41])[NH:26][C:27]2[CH:32]=[CH:31][CH:30]=[CH:29][C:28]=2[O:33][C:34]2[CH:35]=[CH:36][CH:37]=[CH:38][CH:39]=2)=[CH:23][CH:24]=1. The yield is 0.970. (2) The reactants are [Cl:1][C:2]1[CH:3]=[C:4]([NH:10][C:11]([CH2:13][CH:14]([CH3:19])[CH2:15][C:16]([OH:18])=O)=[O:12])[CH:5]=[CH:6][C:7]=1[C:8]#[N:9].CCN(C(C)C)C(C)C.C(P1(=O)OP(CCC)(=O)OP(CCC)(=O)O1)CC.[NH2:47][C:48]1[N:63]=[CH:62][C:51]2[N:52]([CH2:60][CH3:61])[C:53](=[O:59])[N:54]([CH2:57][CH3:58])[C:55](=[O:56])[C:50]=2[CH:49]=1. The catalyst is C(OCC)(=O)C. The product is [Cl:1][C:2]1[CH:3]=[C:4]([NH:10][C:11](=[O:12])[CH2:13][CH:14]([CH3:19])[CH2:15][C:16]([NH:47][C:48]2[N:63]=[CH:62][C:51]3[N:52]([CH2:60][CH3:61])[C:53](=[O:59])[N:54]([CH2:57][CH3:58])[C:55](=[O:56])[C:50]=3[CH:49]=2)=[O:18])[CH:5]=[CH:6][C:7]=1[C:8]#[N:9]. The yield is 0.0250. (3) The product is [C:1]([N:4]1[C:12]2[C:7](=[CH:8][CH:9]=[CH:10][CH:11]=2)[C:6]([CH:18]2[C:19](=[O:21])[CH2:20][C:15]([CH3:23])([CH3:14])[CH2:16][C:17]2=[O:22])=[CH:5]1)(=[O:3])[CH3:2]. The reactants are [C:1]([N:4]1[C:12]2[C:7](=[CH:8][CH:9]=[CH:10][CH:11]=2)[C:6](=O)[CH2:5]1)(=[O:3])[CH3:2].[CH3:14][C:15]1([CH3:23])[CH2:20][C:19](=[O:21])[CH2:18][C:17](=[O:22])[CH2:16]1.C(N(CC)CC)C. The catalyst is C(O)(=O)C. The yield is 0.760.